This data is from Forward reaction prediction with 1.9M reactions from USPTO patents (1976-2016). The task is: Predict the product of the given reaction. (1) The product is: [N:1]1[CH:6]=[CH:5][CH:4]=[C:3]([CH2:7][CH2:8][CH2:9][C:10]([Cl:16])=[O:12])[CH:2]=1. Given the reactants [N:1]1[CH:6]=[CH:5][CH:4]=[C:3]([CH2:7][CH2:8][CH2:9][C:10]([OH:12])=O)[CH:2]=1.C(Cl)(=O)C([Cl:16])=O, predict the reaction product. (2) Given the reactants CCN(CC1C=CC=CC=1)CC.C=CC1C=CC=CC=1.C=CC1C=CC(C=C)=CC=1.Cl.[N:32]1([CH2:38][CH2:39][CH2:40][O:41][C:42]2[CH:59]=[CH:58][C:45]([C:46]([N:48]3[CH2:56][C:55]4[C:50](=[CH:51][CH:52]=[C:53]([NH2:57])[CH:54]=4)[CH2:49]3)=[O:47])=[CH:44][CH:43]=2)[CH2:37][CH2:36][CH2:35][CH2:34][CH2:33]1.Br[CH2:61][CH2:62][CH2:63][C:64]([Cl:66])=[O:65], predict the reaction product. The product is: [ClH:66].[N:32]1([CH2:38][CH2:39][CH2:40][O:41][C:42]2[CH:43]=[CH:44][C:45]([C:46]([N:48]3[CH2:56][C:55]4[C:50](=[CH:51][CH:52]=[C:53]([N:57]5[CH2:61][CH2:62][CH2:63][C:64]5=[O:65])[CH:54]=4)[CH2:49]3)=[O:47])=[CH:58][CH:59]=2)[CH2:37][CH2:36][CH2:35][CH2:34][CH2:33]1. (3) Given the reactants C(NC(C)C)(C)C.C([Li])CCC.[CH2:13]([C:15]1[CH:16]=[CH:17][C:18]([F:21])=[N:19][CH:20]=1)[CH3:14].CN(C)[CH:24]=[O:25], predict the reaction product. The product is: [CH2:13]([C:15]1[CH:16]=[C:17]([CH:24]=[O:25])[C:18]([F:21])=[N:19][CH:20]=1)[CH3:14].